Dataset: Reaction yield outcomes from USPTO patents with 853,638 reactions. Task: Predict the reaction yield, written as a fraction of the theoretical maximum amount of product (1.0 means a 100% yield; for example, 0.34 means a 34% yield). (1) The reactants are [F-].C([N+](CCCC)(CCCC)CCCC)CCC.O1CCCC1.[Si]([O:31][CH2:32][C@@H:33]1[N:40]([C:41](=[O:77])[C@@H:42]2[CH2:46][C@@H:45]([F:47])[CH2:44][N:43]2[C:48]([C:50]2[S:54][C:53]3=[N:55][C@:56]([C:67]4[CH:68]=[N:69][C:70]([Cl:73])=[CH:71][CH:72]=4)([CH3:66])[C@@H:57]([C:58]4[CH:63]=[CH:62][C:61]([Cl:64])=[C:60]([F:65])[CH:59]=4)[N:52]3[C:51]=2[CH:74]([CH3:76])[CH3:75])=[O:49])[CH2:39][C:36]2([CH2:38][CH2:37]2)[N:35](C(=O)C(F)(F)F)[CH2:34]1)(C(C)(C)C)(C)C. The catalyst is C(OCC)(=O)C. The product is [Cl:64][C:61]1[CH:62]=[CH:63][C:58]([C@H:57]2[N:52]3[C:53]([S:54][C:50]([C:48]([N:43]4[CH2:44][C@H:45]([F:47])[CH2:46][C@H:42]4[C:41]([N:40]4[CH2:39][C:36]5([CH2:37][CH2:38]5)[NH:35][CH2:34][C@@H:33]4[CH2:32][OH:31])=[O:77])=[O:49])=[C:51]3[CH:74]([CH3:75])[CH3:76])=[N:55][C@:56]2([C:67]2[CH:68]=[N:69][C:70]([Cl:73])=[CH:71][CH:72]=2)[CH3:66])=[CH:59][C:60]=1[F:65]. The yield is 0.520. (2) The reactants are [CH2:1]([O:3][C:4]([C:6]1[N:7]([C:16]2[CH:21]=[CH:20][C:19]([CH:22]=[N:23]O)=[CH:18][CH:17]=2)[C:8]2[C:13]([C:14]=1[Cl:15])=[CH:12][CH:11]=[CH:10][CH:9]=2)=[O:5])[CH3:2].C(O)C.Cl. The catalyst is C(OCC)(=O)C.[Pd]. The product is [CH2:1]([O:3][C:4]([C:6]1[N:7]([C:16]2[CH:17]=[CH:18][C:19]([CH2:22][NH2:23])=[CH:20][CH:21]=2)[C:8]2[C:13]([C:14]=1[Cl:15])=[CH:12][CH:11]=[CH:10][CH:9]=2)=[O:5])[CH3:2]. The yield is 1.00. (3) The yield is 0.849. The reactants are [CH2:1]([N:6]1[C:14]2[N:13]=[CH:12][NH:11][C:10]=2[C:9](=[O:15])[NH:8]/[C:7]/1=[N:16]\[NH2:17])[CH2:2][CH2:3][CH2:4][CH3:5].[C:18](=S)=[S:19]. The catalyst is N1C=CC=CC=1. The product is [CH2:1]([N:6]1[C:14]2[N:13]=[CH:12][NH:11][C:10]=2[C:9](=[O:15])[N:8]2[C:18](=[S:19])[NH:17][N:16]=[C:7]12)[CH2:2][CH2:3][CH2:4][CH3:5].